This data is from Forward reaction prediction with 1.9M reactions from USPTO patents (1976-2016). The task is: Predict the product of the given reaction. (1) The product is: [F:49][C:50]1[CH:55]=[CH:54][C:53]([N:56]2[C:59](=[O:60])[C@H:58]([S:61][CH2:62][CH:63]([C:65]3[CH:70]=[CH:69][C:68]([F:71])=[CH:67][CH:66]=3)[OH:64])[C@H:57]2[C:72]2[CH:73]=[CH:74][C:75]([O:76][CH2:77][C:78]([NH:36][CH2:37][CH2:38][NH:39][C@@H:40]([C:44]([OH:46])=[O:45])[CH:41]([CH3:42])[CH3:43])=[O:80])=[CH:81][CH:82]=2)=[CH:52][CH:51]=1. Given the reactants FC1C=CC(N2C(=O)[C@H](SCC(C3C=CC(F)=CC=3)O)[C@H]2C2C=CC(OCC(NCC([NH:36][CH2:37][CH2:38][NH:39][C@@H:40]([C:44]([OH:46])=[O:45])[CH:41]([CH3:43])[CH3:42])=O)=O)=CC=2)=CC=1.[F:49][C:50]1[CH:55]=[CH:54][C:53]([N:56]2[C:59](=[O:60])[C@H:58]([S:61][CH2:62][C:63]([C:65]3[CH:70]=[CH:69][C:68]([F:71])=[CH:67][CH:66]=3)=[O:64])[C@H:57]2[C:72]2[CH:82]=[CH:81][C:75]([O:76][CH2:77][C:78]([OH:80])=O)=[CH:74][CH:73]=2)=[CH:52][CH:51]=1, predict the reaction product. (2) Given the reactants [CH3:1][C:2]1[C:3]([C:8]([O:10][CH3:11])=[O:9])=[N:4][CH:5]=[CH:6][CH:7]=1.C1C=C(Cl)C=C(C(OO)=[O:20])C=1, predict the reaction product. The product is: [CH3:11][O:10][C:8]([C:3]1[C:2]([CH3:1])=[CH:7][CH:6]=[CH:5][N+:4]=1[O-:20])=[O:9]. (3) Given the reactants [F:1][C:2]([F:11])([F:10])[C:3]1[CH:4]=[C:5]([SH:9])[CH:6]=[CH:7][CH:8]=1.[CH3:12][S:13]([C:16]1[CH:21]=[CH:20][C:19]([CH:22]2[CH2:27][CH:26](OS(C)(=O)=O)[CH2:25][CH2:24][O:23]2)=[CH:18][CH:17]=1)(=[O:15])=[O:14].C([O-])([O-])=O.[K+].[K+], predict the reaction product. The product is: [CH3:12][S:13]([C:16]1[CH:17]=[CH:18][C:19]([CH:22]2[CH2:27][CH:26]([S:9][C:5]3[CH:6]=[CH:7][CH:8]=[C:3]([C:2]([F:1])([F:10])[F:11])[CH:4]=3)[CH2:25][CH2:24][O:23]2)=[CH:20][CH:21]=1)(=[O:15])=[O:14]. (4) Given the reactants CCN(C(C)C)C(C)C.[CH3:10][O:11][C:12]1[CH:13]=[CH:14][CH:15]=[C:16]2[C:21]=1[O:20][C:19](=[O:22])[C:18]([C:23]([OH:25])=O)=[CH:17]2.CN(C(ON1N=NC2C=CC=NC1=2)=[N+](C)C)C.F[P-](F)(F)(F)(F)F.[CH3:50][O:51][C:52]1[CH:57]=[CH:56][C:55]([C:58]2[CH:63]=[CH:62][CH:61]=[C:60]([NH2:64])[CH:59]=2)=[CH:54][C:53]=1[CH3:65], predict the reaction product. The product is: [CH3:50][O:51][C:52]1[CH:57]=[CH:56][C:55]([C:58]2[CH:63]=[CH:62][CH:61]=[C:60]([NH:64][C:23]([C:18]3[C:19](=[O:22])[O:20][C:21]4[C:16]([CH:17]=3)=[CH:15][CH:14]=[CH:13][C:12]=4[O:11][CH3:10])=[O:25])[CH:59]=2)=[CH:54][C:53]=1[CH3:65]. (5) Given the reactants [Br:1][C:2]1[CH:7]=[C:6]([F:8])[CH:5]=[CH:4][C:3]=1/[C:9](=[N:11]/[S@:12]([C:14]([CH3:17])([CH3:16])[CH3:15])=[O:13])/C.[F:18][C:19]([Si](C)(C)C)([F:21])[F:20], predict the reaction product. The product is: [Br:1][C:2]1[CH:7]=[C:6]([F:8])[CH:5]=[CH:4][C:3]=1[C@@H:9]([NH:11][S@:12]([C:14]([CH3:17])([CH3:16])[CH3:15])=[O:13])[C:19]([F:21])([F:20])[F:18]. (6) Given the reactants [CH3:1][O:2][CH2:3][CH:4]1[NH:11][CH2:10][CH:9]2[N:6]([CH2:7][CH2:8]2)[C:5]1=[O:12].CN(C)CCCN=C=NCC.[Cl:24][C:25]1[CH:30]=[CH:29][N:28]=[C:27]([CH2:31][NH:32][C:33]2[O:34][C:35]3[C:41]([O:42][CH3:43])=[CH:40][C:39]([C:44](O)=[O:45])=[CH:38][C:36]=3[N:37]=2)[CH:26]=1.C(#N)C, predict the reaction product. The product is: [Cl:24][C:25]1[CH:30]=[CH:29][N:28]=[C:27]([CH2:31][NH:32][C:33]2[O:34][C:35]3[C:41]([O:42][CH3:43])=[CH:40][C:39]([C:44]([N:11]4[CH2:10][CH:9]5[N:6]([CH2:7][CH2:8]5)[C:5](=[O:12])[CH:4]4[CH2:3][O:2][CH3:1])=[O:45])=[CH:38][C:36]=3[N:37]=2)[CH:26]=1. (7) Given the reactants [OH:1][C:2]1[CH:7]=[CH:6][C:5]([Br:8])=[CH:4][N:3]=1.[H-].[Na+].[CH2:11](Br)[C:12]1[CH:17]=[CH:16][CH:15]=[CH:14][CH:13]=1.O, predict the reaction product. The product is: [Br:8][C:5]1[CH:6]=[CH:7][C:2]([O:1][CH2:11][C:12]2[CH:17]=[CH:16][CH:15]=[CH:14][CH:13]=2)=[N:3][CH:4]=1. (8) Given the reactants [O:1]1[CH2:6][CH2:5][CH2:4][CH2:3][CH:2]1[N:7]1[C:15]2[C:10](=[CH:11][C:12](/[CH:16]=[CH:17]/[C:18]([O:20][CH2:21][CH3:22])=[O:19])=[CH:13][CH:14]=2)[CH:9]=[N:8]1, predict the reaction product. The product is: [O:1]1[CH2:6][CH2:5][CH2:4][CH2:3][CH:2]1[N:7]1[C:15]2[C:10](=[CH:11][C:12]([CH2:16][CH2:17][C:18]([O:20][CH2:21][CH3:22])=[O:19])=[CH:13][CH:14]=2)[CH:9]=[N:8]1. (9) Given the reactants [CH2:1]([O:8]C1C(OC)=CC(C(Cl)=O)=CC=1OC)[C:2]1[CH:7]=[CH:6][CH:5]=[CH:4][CH:3]=1.C([N:24]1CCC[C@H]1CN)C.C(=O)([O-])[O-].[Na+].[Na+].C(Cl)(=O)C1C=CC=CC=1.C1(S(O)(=O)=O)C=CC=CC=1, predict the reaction product. The product is: [C:1]([NH2:24])(=[O:8])[C:2]1[CH:7]=[CH:6][CH:5]=[CH:4][CH:3]=1. (10) Given the reactants [Cl:1][C:2]1[C:3]([OH:18])=[C:4]([CH:9]=[C:10]([CH:15]2[CH2:17][CH2:16]2)[C:11]=1[CH:12]1[CH2:14][CH2:13]1)[C:5]([O:7][CH3:8])=[O:6].I[CH2:20][CH3:21], predict the reaction product. The product is: [Cl:1][C:2]1[C:3]([O:18][CH2:20][CH3:21])=[C:4]([CH:9]=[C:10]([CH:15]2[CH2:16][CH2:17]2)[C:11]=1[CH:12]1[CH2:14][CH2:13]1)[C:5]([O:7][CH3:8])=[O:6].